Predict the reactants needed to synthesize the given product. From a dataset of Full USPTO retrosynthesis dataset with 1.9M reactions from patents (1976-2016). (1) Given the product [C:1]([N:9]1[CH2:8][CH2:7][N:6]([C:12]2[CH:17]=[CH:16][CH:15]=[CH:14][C:13]=2[C:18](=[O:20])[CH3:19])[CH2:11][CH2:10]1)(=[O:3])[CH3:2], predict the reactants needed to synthesize it. The reactants are: [C:1](Cl)(=[O:3])[CH3:2].Cl.[N:6]1([C:12]2[CH:17]=[CH:16][CH:15]=[CH:14][C:13]=2[C:18](=[O:20])[CH3:19])[CH2:11][CH2:10][NH:9][CH2:8][CH2:7]1. (2) Given the product [CH3:45][Si:43]([CH3:46])([CH3:44])[CH2:42][CH2:41][O:40][CH2:39][N:36]1[C:32]2[N:33]=[CH:34][N:35]=[C:30]([C:28]3[CH:27]=[N:26][N:25]([CH:19]([C:15]4[CH:14]=[C:13]([CH:18]=[CH:17][CH:16]=4)[C:11]#[N:12])[CH2:20][C:21]#[CH:2])[CH:29]=3)[C:31]=2[CH:38]=[CH:37]1, predict the reactants needed to synthesize it. The reactants are: [H-].[CH2:2]([Al+]CC(C)C)C(C)C.[C:11]([C:13]1[CH:14]=[C:15]([CH:19]([N:25]2[CH:29]=[C:28]([C:30]3[C:31]4[CH:38]=[CH:37][N:36]([CH2:39][O:40][CH2:41][CH2:42][Si:43]([CH3:46])([CH3:45])[CH3:44])[C:32]=4[N:33]=[CH:34][N:35]=3)[CH:27]=[N:26]2)[CH2:20][C:21](OC)=O)[CH:16]=[CH:17][CH:18]=1)#[N:12].C(Cl)Cl.CO.C(=O)([O-])[O-].[K+].[K+].C/C(/[O-])=C(/P(OC)(OC)=O)\[N+]#N.